Dataset: Forward reaction prediction with 1.9M reactions from USPTO patents (1976-2016). Task: Predict the product of the given reaction. (1) Given the reactants [Cl:1][C:2]1[CH:3]=[N:4][CH:5]=[C:6]([Cl:26])[C:7]=1[CH2:8][CH:9]([C:11]1[C:12]2[N:13]([N:19]=[C:20]([C:22]([F:25])([F:24])[F:23])[CH:21]=2)[C:14]([O:17][CH3:18])=[CH:15][CH:16]=1)[OH:10], predict the reaction product. The product is: [Cl:1][C:2]1[CH:3]=[N:4][CH:5]=[C:6]([Cl:26])[C:7]=1[CH2:8][C:9]([C:11]1[C:12]2[N:13]([N:19]=[C:20]([C:22]([F:23])([F:24])[F:25])[CH:21]=2)[C:14]([O:17][CH3:18])=[CH:15][CH:16]=1)=[O:10]. (2) Given the reactants Br[C:2]1[C:3]([O:9][CH3:10])=[N:4][CH:5]=[C:6]([Br:8])[N:7]=1.O.[NH2:12][NH2:13], predict the reaction product. The product is: [Br:8][C:6]1[N:7]=[C:2]([NH:12][NH2:13])[C:3]([O:9][CH3:10])=[N:4][CH:5]=1. (3) Given the reactants [CH3:1][C:2]1([CH3:27])[CH2:7][CH2:6][C:5]([C:8]2[C:9]([CH:20]([OH:26])[C:21]([O:23][CH2:24][CH3:25])=[O:22])=[C:10]([CH3:19])[S:11][C:12]=2[C:13]2[CH:18]=[CH:17][N:16]=[CH:15][CH:14]=2)=[CH:4][CH2:3]1.[H-].[Na+].[CH2:30](I)[CH3:31], predict the reaction product. The product is: [CH3:27][C:2]1([CH3:1])[CH2:7][CH2:6][C:5]([C:8]2[C:9]([CH:20]([O:26][CH2:30][CH3:31])[C:21]([O:23][CH2:24][CH3:25])=[O:22])=[C:10]([CH3:19])[S:11][C:12]=2[C:13]2[CH:14]=[CH:15][N:16]=[CH:17][CH:18]=2)=[CH:4][CH2:3]1. (4) Given the reactants [F:1][C:2]1[CH:7]=[CH:6][C:5]([CH2:8][C:9]([C:11]2[CH:12]=[C:13]([CH3:22])[C:14]3[O:19][CH2:18][C:17](=[O:20])[NH:16][C:15]=3[CH:21]=2)=[O:10])=[CH:4][CH:3]=1.[BrH:23].[NH+]1C=CC=CC=1.[S:30]([O-:33])([O-:32])=[O:31].[Na+:34].[Na+].O, predict the reaction product. The product is: [S:30]([O-:33])([O-:32])=[O:31].[Na+:34].[Na+:34].[Br:23][CH:8]([C:5]1[CH:6]=[CH:7][C:2]([F:1])=[CH:3][CH:4]=1)[C:9]([C:11]1[CH:12]=[C:13]([CH3:22])[C:14]2[O:19][CH2:18][C:17](=[O:20])[NH:16][C:15]=2[CH:21]=1)=[O:10]. (5) Given the reactants [C:1]([NH:5][C:6](=[O:8])[OH:7])([CH3:4])([CH3:3])[CH3:2].COC[C:12]1([S:15]([NH2:18])(=[O:17])=[O:16])[CH2:14][CH2:13]1.C(Br)C(C)C, predict the reaction product. The product is: [CH:2]([C:12]1([S:15]([NH2:18])(=[O:17])=[O:16])[CH2:14][CH2:13]1)=[C:1]([CH3:4])[CH3:3].[C:1]([NH:5][C:6](=[O:7])[O-:8])([CH3:4])([CH3:3])[CH3:2].